This data is from Reaction yield outcomes from USPTO patents with 853,638 reactions. The task is: Predict the reaction yield, written as a fraction of the theoretical maximum amount of product (1.0 means a 100% yield; for example, 0.34 means a 34% yield). (1) The reactants are Cl[C:2]([C:11]1[C:12]([Cl:17])=[N:13][CH:14]=[CH:15][CH:16]=1)=[C:3]([C:9]#[N:10])[C:4]([O:6][CH2:7][CH3:8])=[O:5].Cl.[C:19]1([CH:25]([CH:28]([CH3:30])[CH3:29])[CH2:26][NH2:27])[CH:24]=[CH:23][CH:22]=[CH:21][CH:20]=1.C(N(CC)CC)C. The catalyst is C(#N)C. The product is [Cl:17][C:12]1[C:11](/[C:2](/[NH:27][CH2:26][CH:25]([C:19]2[CH:20]=[CH:21][CH:22]=[CH:23][CH:24]=2)[CH:28]([CH3:30])[CH3:29])=[C:3](\[C:9]#[N:10])/[C:4]([O:6][CH2:7][CH3:8])=[O:5])=[CH:16][CH:15]=[CH:14][N:13]=1. The yield is 0.850. (2) The reactants are [Br:1][C:2]1[CH:7]=[CH:6][C:5]([CH2:8]Br)=[C:4]([C:10]([F:13])([F:12])[F:11])[CH:3]=1.[C-:14]#[N:15].[K+]. The catalyst is [Br-].C([N+](CCCC)(CCCC)CCCC)CCC.C(Cl)Cl.O. The product is [Br:1][C:2]1[CH:7]=[CH:6][C:5]([CH2:8][C:14]#[N:15])=[C:4]([C:10]([F:13])([F:12])[F:11])[CH:3]=1. The yield is 0.540. (3) The reactants are [F:1][C:2]1[CH:7]=[C:6]([CH3:8])[CH:5]=[CH:4][C:3]=1[NH2:9].C1(P(C2C=CC=CC=2)C2(P(C3C=CC=CC=3)C3C=CC=CC=3)CC=C3C(C=CC=C3)=C2C2C3C(=CC=CC=3)C=CC=2)C=CC=CC=1.C(=O)([O-])[O-].[Cs+].[Cs+].[CH2:62]([O:64][C:65]([C:67]1[C:72](Cl)=[C:71]([CH3:74])[C:70](=[O:75])[N:69]([CH3:76])[C:68]=1[CH3:77])=[O:66])[CH3:63]. The catalyst is C1(C)C=CC=CC=1.CCOC(C)=O.C([O-])(=O)C.[Pd+2].C([O-])(=O)C. The product is [CH2:62]([O:64][C:65]([C:67]1[C:72]([NH:9][C:3]2[CH:4]=[CH:5][C:6]([CH3:8])=[CH:7][C:2]=2[F:1])=[C:71]([CH3:74])[C:70](=[O:75])[N:69]([CH3:76])[C:68]=1[CH3:77])=[O:66])[CH3:63]. The yield is 0.710. (4) The reactants are [CH3:1][O:2][C:3]1[CH:8]=[CH:7][CH:6]=[CH:5][C:4]=1[S:9]([N:12]([CH3:33])[C:13]1[CH:14]=[CH:15][CH:16]=[C:17]2[C:21]=1[NH:20][C:19]([C:22]1[S:23][CH:24]([CH2:27][C:28]([O:30]CC)=[O:29])[CH2:25][N:26]=1)=[CH:18]2)(=[O:11])=[O:10].[OH-].[K+].C(O)(=O)CC(CC(O)=O)(C(O)=O)O. The catalyst is O1CCCC1.CO. The product is [CH3:1][O:2][C:3]1[CH:8]=[CH:7][CH:6]=[CH:5][C:4]=1[S:9]([N:12]([CH3:33])[C:13]1[CH:14]=[CH:15][CH:16]=[C:17]2[C:21]=1[NH:20][C:19]([C:22]1[S:23][CH:24]([CH2:27][C:28]([OH:30])=[O:29])[CH2:25][N:26]=1)=[CH:18]2)(=[O:10])=[O:11]. The yield is 0.780.